From a dataset of NCI-60 drug combinations with 297,098 pairs across 59 cell lines. Regression. Given two drug SMILES strings and cell line genomic features, predict the synergy score measuring deviation from expected non-interaction effect. Drug 1: C1=C(C(=O)NC(=O)N1)F. Drug 2: C1=CN(C=N1)CC(O)(P(=O)(O)O)P(=O)(O)O. Cell line: MOLT-4. Synergy scores: CSS=23.5, Synergy_ZIP=9.51, Synergy_Bliss=3.12, Synergy_Loewe=0.777, Synergy_HSA=3.75.